The task is: Predict the product of the given reaction.. This data is from Forward reaction prediction with 1.9M reactions from USPTO patents (1976-2016). Given the reactants [CH:1]1C=C(Cl)C=C(C(OO)=O)[CH:2]=1.[Cl:12][C:13]1[CH:18]=[CH:17][C:16]([S:19]([C:22]2[C:30]3[C:25](=[CH:26][CH:27]=[C:28]([CH3:31])[CH:29]=3)[N:24]([CH2:32][C:33]([OH:35])=[O:34])[C:23]=2[CH3:36])(=O)=[O:20])=[CH:15][CH:14]=1, predict the reaction product. The product is: [Cl:12][C:13]1[CH:18]=[CH:17][C:16]([S:19]([C:22]2[C:30]3[C:25](=[CH:26][CH:27]=[C:28]([CH3:31])[CH:29]=3)[N:24]([CH2:32][C:33]([O:35][CH2:1][CH3:2])=[O:34])[C:23]=2[CH3:36])=[O:20])=[CH:15][CH:14]=1.